Dataset: Forward reaction prediction with 1.9M reactions from USPTO patents (1976-2016). Task: Predict the product of the given reaction. (1) The product is: [CH3:1][C:2]1([CH3:12])[O:6][C@@H:5]2[CH2:7][CH2:8][CH2:9][C@@H:10]([NH:11][CH:34]3[CH2:35][CH2:36][N:31]([C:28]4[S:29][CH:30]=[C:26]([C:18]5[CH:17]=[CH:16][C:15]6[C:14]([CH3:38])([CH3:13])[CH2:23][CH2:22][C:21]([CH3:25])([CH3:24])[C:20]=6[CH:19]=5)[N:27]=4)[CH2:32][CH2:33]3)[C@@H:4]2[O:3]1. Given the reactants [CH3:1][C:2]1([CH3:12])[O:6][C@@H:5]2[CH2:7][CH2:8][CH2:9][C@@H:10]([NH2:11])[C@@H:4]2[O:3]1.[CH3:13][C:14]1([CH3:38])[CH2:23][CH2:22][C:21]([CH3:25])([CH3:24])[C:20]2[CH:19]=[C:18]([C:26]3[N:27]=[C:28]([N:31]4[CH2:36][CH2:35][C:34](=O)[CH2:33][CH2:32]4)[S:29][CH:30]=3)[CH:17]=[CH:16][C:15]1=2, predict the reaction product. (2) Given the reactants [C:1]([NH:8][CH:9]([C:15]([CH:17]1[CH2:22][CH2:21][CH2:20][CH2:19][CH2:18]1)=[O:16])[C:10]([O:12][CH2:13][CH3:14])=[O:11])([O:3][C:4]([CH3:7])([CH3:6])[CH3:5])=[O:2].P([O-])([O-])([O-])=O.C1N=C(N)C2N=CN([C@@H]3O[C@H](COP(OP(OC[C@H]4O[C@@H](N5C=C(C(N)=O)CC=C5)[C@H](O)[C@@H]4O)(O)=O)(O)=O)[C@@H](O)[C@H]3O)C=2N=1, predict the reaction product. The product is: [C:1]([NH:8][CH:9]([CH:15]([CH:17]1[CH2:22][CH2:21][CH2:20][CH2:19][CH2:18]1)[OH:16])[C:10]([O:12][CH2:13][CH3:14])=[O:11])([O:3][C:4]([CH3:7])([CH3:5])[CH3:6])=[O:2]. (3) Given the reactants [N:1]1[CH:6]=[CH:5][CH:4]=[CH:3][C:2]=1[C:7]1[N:8]=[C:9]([NH2:12])[S:10][CH:11]=1.Cl[C:14]1[CH:19]=[CH:18][CH:17]=[C:16]([CH3:20])[N:15]=1.C([O-])([O-])=O.[Na+].[Na+].CC1(C)C2C(=C(P(C3C=CC=CC=3)C3C=CC=CC=3)C=CC=2)OC2C(P(C3C=CC=CC=3)C3C=CC=CC=3)=CC=CC1=2, predict the reaction product. The product is: [CH3:20][C:16]1[N:15]=[C:14]([NH:12][C:9]2[S:10][CH:11]=[C:7]([C:2]3[CH:3]=[CH:4][CH:5]=[CH:6][N:1]=3)[N:8]=2)[CH:19]=[CH:18][CH:17]=1. (4) Given the reactants [N-:1]=[N+:2]=[N-:3].[Na+].[C:5]([O:9][C:10](=[O:27])[C@@H:11]([NH:19][C:20]([O:22][C:23]([CH3:26])([CH3:25])[CH3:24])=[O:21])[CH2:12][CH:13]([S:16][S:17][CH3:18])[CH2:14]Br)([CH3:8])([CH3:7])[CH3:6], predict the reaction product. The product is: [C:5]([O:9][C:10](=[O:27])[C@@H:11]([NH:19][C:20]([O:22][C:23]([CH3:26])([CH3:25])[CH3:24])=[O:21])[CH2:12][CH:13]([S:16][S:17][CH3:18])[CH2:14][N:1]=[N+:2]=[N-:3])([CH3:8])([CH3:6])[CH3:7]. (5) Given the reactants [F:1][C:2]1[CH:7]=[CH:6][CH:5]=[CH:4][C:3]=1[N:8]1[C:16]2[C:11](=[C:12]([N:17]3[CH2:21][CH2:20][NH:19][C:18]3=[O:22])[CH:13]=[CH:14][CH:15]=2)[CH:10]=[N:9]1.[H-].[Na+].Br.Br[CH2:27][C:28]1[N:29]=[CH:30][O:31][CH:32]=1, predict the reaction product. The product is: [F:1][C:2]1[CH:7]=[CH:6][CH:5]=[CH:4][C:3]=1[N:8]1[C:16]2[C:11](=[C:12]([N:17]3[CH2:21][CH2:20][N:19]([CH2:27][C:28]4[N:29]=[CH:30][O:31][CH:32]=4)[C:18]3=[O:22])[CH:13]=[CH:14][CH:15]=2)[CH:10]=[N:9]1.